From a dataset of Full USPTO retrosynthesis dataset with 1.9M reactions from patents (1976-2016). Predict the reactants needed to synthesize the given product. (1) Given the product [OH:55][C:52]1[CH:53]=[CH:54][C:49]([CH2:48][NH:47][C:45](=[O:46])[C:44]2[CH:56]=[CH:57][C:41]([NH:40][C:34]3[C:35]4[N:36]([CH:37]=[CH:38][N:39]=4)[C:31]([C:66]4[CH:67]=[N:68][NH:69][CH:70]=4)=[CH:32][N:33]=3)=[CH:42][CH:43]=2)=[CH:50][CH:51]=1, predict the reactants needed to synthesize it. The reactants are: N1(C2C=CC(NC3C4N(C=CN=4)C(C4C=CNC(=O)C=4)=CN=3)=CC=2)CCOCC1.Br[C:31]1[N:36]2[CH:37]=[CH:38][N:39]=[C:35]2[C:34]([NH:40][C:41]2[CH:57]=[CH:56][C:44]([C:45]([NH:47][CH2:48][C:49]3[CH:54]=[CH:53][C:52]([OH:55])=[CH:51][CH:50]=3)=[O:46])=[CH:43][CH:42]=2)=[N:33][CH:32]=1.CC1(C)C(C)(C)OB([C:66]2[CH:67]=[N:68][NH:69][CH:70]=2)O1.CC([O-])(C)C.[Na+]. (2) Given the product [N:12]1([CH2:11][C:9]2[N:10]=[C:6]3[CH:5]=[CH:4][CH:3]=[C:2]([N:26]4[CH2:27][CH2:28][CH:29]([NH:32][C:33](=[O:39])[O:34][C:35]([CH3:37])([CH3:36])[CH3:38])[CH2:30][CH2:31]4)[N:7]3[CH:8]=2)[C@H:25]2[C@H:16]([CH2:17][CH2:18][C:19]3[C:24]2=[N:23][CH:22]=[CH:21][CH:20]=3)[CH2:15][CH2:14][CH2:13]1, predict the reactants needed to synthesize it. The reactants are: F[C:2]1[N:7]2[CH:8]=[C:9]([CH2:11][N:12]3[C@H:25]4[C@H:16]([CH2:17][CH2:18][C:19]5[C:24]4=[N:23][CH:22]=[CH:21][CH:20]=5)[CH2:15][CH2:14][CH2:13]3)[N:10]=[C:6]2[CH:5]=[CH:4][CH:3]=1.[NH:26]1[CH2:31][CH2:30][CH:29]([NH:32][C:33](=[O:39])[O:34][C:35]([CH3:38])([CH3:37])[CH3:36])[CH2:28][CH2:27]1.O.